This data is from Peptide-MHC class I binding affinity with 185,985 pairs from IEDB/IMGT. The task is: Regression. Given a peptide amino acid sequence and an MHC pseudo amino acid sequence, predict their binding affinity value. This is MHC class I binding data. (1) The peptide sequence is RRLTVCGGIMF. The MHC is HLA-B15:01 with pseudo-sequence HLA-B15:01. The binding affinity (normalized) is 0.213. (2) The peptide sequence is IMEIVSHLRA. The MHC is HLA-A02:01 with pseudo-sequence HLA-A02:01. The binding affinity (normalized) is 0.345.